From a dataset of Full USPTO retrosynthesis dataset with 1.9M reactions from patents (1976-2016). Predict the reactants needed to synthesize the given product. Given the product [Cl:15]/[CH:22]=[C:4]1\[S:5][CH2:6][C:11]2[C:12]([CH:3]\1[OH:21])=[CH:7][CH:8]=[CH:9][CH:10]=2, predict the reactants needed to synthesize it. The reactants are: Cl/C=[C:3]1\[CH2:4][S:5][C:6]2[C:11]([C:12]\1=O)=[CH:10][C:9](C)=[CH:8][CH:7]=2.[Cl-:15].[Ce+3].[Cl-].[Cl-].[BH4-].[Na+].[OH2:21].[CH2:22](O)C.